The task is: Regression. Given two drug SMILES strings and cell line genomic features, predict the synergy score measuring deviation from expected non-interaction effect.. This data is from NCI-60 drug combinations with 297,098 pairs across 59 cell lines. (1) Drug 1: CC12CCC(CC1=CCC3C2CCC4(C3CC=C4C5=CN=CC=C5)C)O. Drug 2: C1C(C(OC1N2C=NC(=NC2=O)N)CO)O. Cell line: RXF 393. Synergy scores: CSS=27.6, Synergy_ZIP=1.56, Synergy_Bliss=2.56, Synergy_Loewe=5.60, Synergy_HSA=6.26. (2) Drug 1: CCC1(C2=C(COC1=O)C(=O)N3CC4=CC5=C(C=CC(=C5CN(C)C)O)N=C4C3=C2)O.Cl. Drug 2: CC12CCC3C(C1CCC2OP(=O)(O)O)CCC4=C3C=CC(=C4)OC(=O)N(CCCl)CCCl.[Na+]. Cell line: SN12C. Synergy scores: CSS=0.0375, Synergy_ZIP=1.72, Synergy_Bliss=-2.01, Synergy_Loewe=-14.4, Synergy_HSA=-13.2. (3) Drug 1: CC(CN1CC(=O)NC(=O)C1)N2CC(=O)NC(=O)C2. Drug 2: C1CC(=O)NC(=O)C1N2C(=O)C3=CC=CC=C3C2=O. Cell line: HOP-92. Synergy scores: CSS=21.6, Synergy_ZIP=-3.60, Synergy_Bliss=4.63, Synergy_Loewe=2.99, Synergy_HSA=3.72. (4) Drug 1: C1CCC(C1)C(CC#N)N2C=C(C=N2)C3=C4C=CNC4=NC=N3. Drug 2: C1CCC(C(C1)N)N.C(=O)(C(=O)[O-])[O-].[Pt+4]. Cell line: PC-3. Synergy scores: CSS=3.50, Synergy_ZIP=-2.03, Synergy_Bliss=-3.12, Synergy_Loewe=-6.40, Synergy_HSA=-4.67. (5) Drug 1: COC1=C(C=C2C(=C1)N=CN=C2NC3=CC(=C(C=C3)F)Cl)OCCCN4CCOCC4. Drug 2: CN(C)C1=NC(=NC(=N1)N(C)C)N(C)C. Cell line: DU-145. Synergy scores: CSS=27.9, Synergy_ZIP=1.69, Synergy_Bliss=1.30, Synergy_Loewe=-23.4, Synergy_HSA=-1.62.